This data is from Catalyst prediction with 721,799 reactions and 888 catalyst types from USPTO. The task is: Predict which catalyst facilitates the given reaction. Reactant: Cl.[F:2][C:3]1[C:10]([O:11][C:12]2[CH:17]=[CH:16][CH:15]=[CH:14][CH:13]=2)=[CH:9][CH:8]=[CH:7][C:4]=1[CH2:5][NH2:6].[NH2:18][C:19]1[N:27]=[CH:26][CH:25]=[CH:24][C:20]=1[C:21](O)=[O:22].CCN=C=NCCCN(C)C.N1C=CC=CC=1. Product: [F:2][C:3]1[C:10]([O:11][C:12]2[CH:17]=[CH:16][CH:15]=[CH:14][CH:13]=2)=[CH:9][CH:8]=[CH:7][C:4]=1[CH2:5][NH:6][C:21](=[O:22])[C:20]1[CH:24]=[CH:25][CH:26]=[N:27][C:19]=1[NH2:18]. The catalyst class is: 6.